Dataset: Forward reaction prediction with 1.9M reactions from USPTO patents (1976-2016). Task: Predict the product of the given reaction. (1) Given the reactants [C:1]([C:5]1[CH:9]=[C:8]([NH:10][C:11]([NH:13][C:14]2[C:23]3[C:18](=[CH:19][CH:20]=[CH:21][CH:22]=3)[C:17]([O:24][CH2:25][CH2:26][N:27]3[CH2:32][CH2:31][O:30][CH2:29][CH2:28]3)=[CH:16][CH:15]=2)=[O:12])[N:7]([C:33]2[CH:38]=[CH:37][C:36]([CH3:39])=[CH:35][CH:34]=2)[N:6]=1)([CH3:4])([CH3:3])[CH3:2].[ClH:40], predict the reaction product. The product is: [ClH:40].[C:1]([C:5]1[CH:9]=[C:8]([NH:10][C:11]([NH:13][C:14]2[C:23]3[C:18](=[CH:19][CH:20]=[CH:21][CH:22]=3)[C:17]([O:24][CH2:25][CH2:26][N:27]3[CH2:32][CH2:31][O:30][CH2:29][CH2:28]3)=[CH:16][CH:15]=2)=[O:12])[N:7]([C:33]2[CH:38]=[CH:37][C:36]([CH3:39])=[CH:35][CH:34]=2)[N:6]=1)([CH3:4])([CH3:3])[CH3:2]. (2) Given the reactants C([O:3][C:4]([C:6]1[S:7][C:8]([C:13](O)=[O:14])=[C:9]([CH3:12])[C:10]=1[CH3:11])=[O:5])C.[H-].C([Al+]CC(C)C)C(C)C, predict the reaction product. The product is: [OH:14][CH2:13][C:8]1[S:7][C:6]([C:4]([OH:5])=[O:3])=[C:10]([CH3:11])[C:9]=1[CH3:12]. (3) Given the reactants C([Li])CCC.[CH3:6][C:7]([C:11]#[CH:12])=[CH:8][CH2:9][OH:10].[CH:13]1([C:16]2[C:17](=[O:26])[CH2:18][C:19]([CH3:25])([CH3:24])[C:20](=[O:23])[C:21]=2[CH3:22])[CH2:15][CH2:14]1.[Cl-].[NH4+], predict the reaction product. The product is: [CH:13]1([C:16]2[C:17](=[O:26])[CH2:18][C:19]([CH3:25])([CH3:24])[C:20]([OH:23])([C:12]#[C:11]/[C:7](/[CH3:6])=[CH:8]\[CH2:9][OH:10])[C:21]=2[CH3:22])[CH2:14][CH2:15]1.